Dataset: Full USPTO retrosynthesis dataset with 1.9M reactions from patents (1976-2016). Task: Predict the reactants needed to synthesize the given product. The reactants are: Cl.[Cl:2][C:3]1[CH:4]=[C:5]([N:9]2[CH2:14][CH2:13][NH:12][CH2:11][CH2:10]2)[CH:6]=[CH:7][CH:8]=1.C(N(CC)CC)C.Br[CH2:23][CH2:24][CH2:25][CH2:26][CH2:27][C:28]([O:30][CH2:31][CH3:32])=[O:29]. Given the product [Cl:2][C:3]1[CH:4]=[C:5]([N:9]2[CH2:14][CH2:13][N:12]([CH2:23][CH2:24][CH2:25][CH2:26][CH2:27][C:28]([O:30][CH2:31][CH3:32])=[O:29])[CH2:11][CH2:10]2)[CH:6]=[CH:7][CH:8]=1, predict the reactants needed to synthesize it.